This data is from Reaction yield outcomes from USPTO patents with 853,638 reactions. The task is: Predict the reaction yield, written as a fraction of the theoretical maximum amount of product (1.0 means a 100% yield; for example, 0.34 means a 34% yield). The reactants are [CH2:1]([CH2:11]/[C:12](/[CH3:21])=[CH:13]/[CH2:14][CH2:15]/[C:16](/[CH3:20])=[CH:17]/[CH2:18][OH:19])/[CH:2]=[C:3](/[CH2:5][CH2:6][CH:7]=[C:8]([CH3:10])[CH3:9])\[CH3:4].[C:22](N1C=CN=C1)(N1C=CN=C1)=[O:23].[CH3:34][N:35]1[CH2:40][CH2:39][NH:38][CH2:37][CH2:36]1. The catalyst is C(Cl)Cl.CN(C1C=CN=CC=1)C. The product is [CH3:34][N:35]1[CH2:40][CH2:39][N:38]([C:22]([O:19][CH2:18][CH:17]=[C:16]([CH3:20])[CH2:15][CH2:14][CH:13]=[C:12]([CH3:21])[CH2:11][CH2:1][CH:2]=[C:3]([CH3:4])[CH2:5][CH2:6][CH:7]=[C:8]([CH3:10])[CH3:9])=[O:23])[CH2:37][CH2:36]1. The yield is 0.880.